Predict the reactants needed to synthesize the given product. From a dataset of Full USPTO retrosynthesis dataset with 1.9M reactions from patents (1976-2016). (1) Given the product [CH3:17][CH:16]([CH3:18])[CH2:15][N:14]1[C:4]2[C:3]3[C:2]([C:19]4[CH:24]=[CH:23][CH:22]=[CH:21][CH:20]=4)=[CH:11][CH:10]=[CH:9][C:8]=3[N:7]=[CH:6][C:5]=2[N:12]=[CH:13]1, predict the reactants needed to synthesize it. The reactants are: Br[C:2]1[C:3]2[C:4]3[N:14]([CH2:15][CH:16]([CH3:18])[CH3:17])[CH:13]=[N:12][C:5]=3[CH:6]=[N:7][C:8]=2[CH:9]=[CH:10][CH:11]=1.[C:19]1(B(O)O)[CH:24]=[CH:23][CH:22]=[CH:21][CH:20]=1. (2) Given the product [ClH:30].[CH2:1]1[C:10]2[C:5](=[CH:6][CH:7]=[CH:8][CH:9]=2)[CH2:4][CH2:3][N:2]1[C:11]1[N:12]=[C:13]([C:22]([N:24]2[CH2:29][CH2:28][CH2:27][CH2:26][CH2:25]2)=[O:23])[CH:14]=[C:15]2[C:19]([CH3:20])=[C:18]([CH3:21])[NH:17][C:16]=12, predict the reactants needed to synthesize it. The reactants are: [CH2:1]1[C:10]2[C:5](=[CH:6][CH:7]=[CH:8][CH:9]=2)[CH2:4][CH2:3][N:2]1[C:11]1[N:12]=[C:13]([C:22]([N:24]2[CH2:29][CH2:28][CH2:27][CH2:26][CH2:25]2)=[O:23])[CH:14]=[C:15]2[C:19]([CH3:20])=[C:18]([CH3:21])[NH:17][C:16]=12.[ClH:30].